The task is: Predict the reactants needed to synthesize the given product.. This data is from Full USPTO retrosynthesis dataset with 1.9M reactions from patents (1976-2016). (1) Given the product [N:1]1[CH:6]=[CH:5][CH:4]=[CH:3][C:2]=1[N:7]1[C:8]2[CH:13]=[CH:12][CH:11]=[CH:10][C:9]=2[N:14]=[C:22]1/[CH:21]=[CH:20]/[C:16]1[S:15][CH:19]=[CH:18][CH:17]=1, predict the reactants needed to synthesize it. The reactants are: [N:1]1[CH:6]=[CH:5][CH:4]=[CH:3][C:2]=1[NH:7][C:8]1[CH:13]=[CH:12][CH:11]=[CH:10][C:9]=1[NH2:14].[S:15]1[CH:19]=[CH:18][CH:17]=[C:16]1/[CH:20]=[CH:21]/[C:22](Cl)=O.N1C=CC=CC=1N1C2C=CC=CC=2N=C1/C=C/C1C=CC=CC=1. (2) Given the product [CH3:19][N:14]1[C:8]2[CH:7]=[C:6]([N+:3]([O-:5])=[O:4])[CH:17]=[CH:16][C:9]=2[CH2:10][CH2:11][CH2:12][C:13]1=[O:15], predict the reactants needed to synthesize it. The reactants are: [H-].[Na+].[N+:3]([C:6]1[CH:17]=[CH:16][C:9]2[CH2:10][CH2:11][CH2:12][C:13](=[O:15])[NH:14][C:8]=2[CH:7]=1)([O-:5])=[O:4].I[CH3:19]. (3) Given the product [OH:25][CH2:24][C:19]1[CH:20]=[CH:21][CH:22]=[CH:23][C:18]=1[NH:17][C:5]1[N:6]=[C:7]2[C:2]([NH:1][C:63](=[O:65])[N:8]2[C:9]2[CH:14]=[CH:13][CH:12]=[CH:11][C:10]=2[O:15][CH3:16])=[C:3]([C:26]([NH2:37])=[O:27])[N:4]=1, predict the reactants needed to synthesize it. The reactants are: [NH2:1][C:2]1[C:3]([C:26](OCC)=[O:27])=[N:4][C:5]([NH:17][C:18]2[CH:23]=[CH:22][CH:21]=[CH:20][C:19]=2[CH2:24][OH:25])=[N:6][C:7]=1[NH:8][C:9]1[CH:14]=[CH:13][CH:12]=[CH:11][C:10]=1[O:15][CH3:16].C(OC(C1C([N+]([O-])=O)=C(NC2C=CC=CC=2OC)N=C(NC2C=CC=CC=2CO)[N:37]=1)=O)C.[CH2:63]([OH:65])C. (4) The reactants are: [CH:1]([S:4][C:5]1[C:10]([C:11]#N)=[CH:9][C:8]([CH3:13])=[CH:7][N:6]=1)([CH3:3])[CH3:2].[OH-:14].[K+].Cl.[OH2:17]. Given the product [CH:1]([S:4][C:5]1[N:6]=[CH:7][C:8]([CH3:13])=[CH:9][C:10]=1[C:11]([OH:17])=[O:14])([CH3:3])[CH3:2], predict the reactants needed to synthesize it.